This data is from Reaction yield outcomes from USPTO patents with 853,638 reactions. The task is: Predict the reaction yield, written as a fraction of the theoretical maximum amount of product (1.0 means a 100% yield; for example, 0.34 means a 34% yield). The reactants are [Cl:1][C:2]1[C:3]([O:30][C@H:31]2[CH2:36][CH2:35][C@@H:34]([OH:37])[CH2:33][C@@H:32]2[C:38]2[N:42]([CH3:43])[N:41]=[CH:40][CH:39]=2)=[CH:4][C:5]([F:29])=[C:6]([S:8]([N:11](CC2C=CC(OC)=CC=2OC)[C:12]2[CH:17]=[CH:16][N:15]=[CH:14][N:13]=2)(=[O:10])=[O:9])[CH:7]=1.C([SiH](CC)CC)C.FC(F)(F)C(O)=O. The product is [Cl:1][C:2]1[C:3]([O:30][C@H:31]2[CH2:36][CH2:35][C@@H:34]([OH:37])[CH2:33][C@@H:32]2[C:38]2[N:42]([CH3:43])[N:41]=[CH:40][CH:39]=2)=[CH:4][C:5]([F:29])=[C:6]([S:8]([NH:11][C:12]2[CH:17]=[CH:16][N:15]=[CH:14][N:13]=2)(=[O:10])=[O:9])[CH:7]=1. The catalyst is ClCCl. The yield is 0.790.